This data is from Full USPTO retrosynthesis dataset with 1.9M reactions from patents (1976-2016). The task is: Predict the reactants needed to synthesize the given product. (1) Given the product [ClH:1].[Cl:1][C:2]1[CH:3]=[CH:4][C:5]([O:8][C:9]2[CH:10]=[C:11]([C@H:15]3[CH2:19][C:18]4([CH2:24][CH2:23][NH:22][CH2:21][CH2:20]4)[O:17][CH2:16]3)[CH:12]=[CH:13][CH:14]=2)=[N:6][CH:7]=1, predict the reactants needed to synthesize it. The reactants are: [Cl:1][C:2]1[CH:3]=[CH:4][C:5]([O:8][C:9]2[CH:10]=[C:11]([C@H:15]3[CH2:19][C:18]4([CH2:24][CH2:23][N:22](C(OC(C)(C)C)=O)[CH2:21][CH2:20]4)[O:17][CH2:16]3)[CH:12]=[CH:13][CH:14]=2)=[N:6][CH:7]=1.Cl.O1CCOCC1. (2) The reactants are: [CH:1](=O)[C:2]1[CH:7]=[CH:6][CH:5]=[CH:4][CH:3]=1.C(=O)(O)O.[NH2:13][C:14]([NH2:16])=[NH:15].[C:17]([CH2:19][C:20](OCC)=[O:21])#[N:18].C([O-])(=O)C.[Na+]. Given the product [NH2:15][C:14]1[NH:16][C:20](=[O:21])[C:19]([C:17]#[N:18])=[C:1]([C:2]2[CH:7]=[CH:6][CH:5]=[CH:4][CH:3]=2)[N:13]=1, predict the reactants needed to synthesize it. (3) Given the product [N:15]1[C:16]2[C:21](=[CH:20][CH:19]=[CH:18][CH:17]=2)[CH:12]=[C:13]([C:25]#[N:26])[CH:14]=1, predict the reactants needed to synthesize it. The reactants are: ClC1C=C(Cl)C(OC)=CC=1N[C:12]1[C:21]2[C:16](=[CH:17][C:18](F)=[C:19](OC)[CH:20]=2)[N:15]=[CH:14][C:13]=1[C:25]#[N:26].CN1CCC(CO)CC1.[H-].[Na+].C(=O)(O)[O-].[Na+].